Dataset: Forward reaction prediction with 1.9M reactions from USPTO patents (1976-2016). Task: Predict the product of the given reaction. (1) Given the reactants [CH2:1]([N:8]([CH2:13][CH2:14][CH:15]([OH:24])[CH2:16][C:17]1[CH:22]=[CH:21][C:20]([F:23])=[CH:19][CH:18]=1)[C:9](=[O:12])[CH2:10]Cl)[C:2]1[CH:7]=[CH:6][CH:5]=[CH:4][CH:3]=1.[H-].[Na+], predict the reaction product. The product is: [CH2:1]([N:8]1[CH2:13][CH2:14][CH:15]([CH2:16][C:17]2[CH:22]=[CH:21][C:20]([F:23])=[CH:19][CH:18]=2)[O:24][CH2:10][C:9]1=[O:12])[C:2]1[CH:7]=[CH:6][CH:5]=[CH:4][CH:3]=1. (2) Given the reactants [CH2:1]([C:3]1[CH:29]=[CH:28][C:6]([CH2:7][O:8][C:9]2[CH:14]=[CH:13][C:12]([CH:15]3[CH2:18][N:17](C(OC(C)(C)C)=O)[CH2:16]3)=[CH:11][C:10]=2[O:26][CH3:27])=[CH:5][CH:4]=1)[CH3:2].[CH3:30][S:31]([OH:34])(=[O:33])=[O:32].C(OCC)(=O)C, predict the reaction product. The product is: [CH3:30][S:31]([OH:34])(=[O:33])=[O:32].[CH2:1]([C:3]1[CH:4]=[CH:5][C:6]([CH2:7][O:8][C:9]2[CH:14]=[CH:13][C:12]([CH:15]3[CH2:18][NH:17][CH2:16]3)=[CH:11][C:10]=2[O:26][CH3:27])=[CH:28][CH:29]=1)[CH3:2]. (3) The product is: [C:2]1([NH:1][CH:29]2[C:28]3[C:35]([CH3:36])=[C:24]([N:21]4[CH2:20][CH2:19][CH:18]([C:12]5[CH:13]=[CH:14][C:15]([O:16][CH3:17])=[C:10]([O:9][CH3:8])[CH:11]=5)[CH2:23][CH2:22]4)[C:25]([CH3:38])=[C:26]([CH3:37])[C:27]=3[O:31][C:30]2([CH3:33])[CH3:32])[CH:7]=[CH:6][CH:5]=[CH:4][CH:3]=1. Given the reactants [NH2:1][C:2]1[CH:7]=[CH:6][CH:5]=[CH:4][CH:3]=1.[CH3:8][O:9][C:10]1[CH:11]=[C:12]([CH:18]2[CH2:23][CH2:22][N:21]([C:24]3[C:25]([CH3:38])=[C:26]([CH3:37])[C:27]4[O:31][C:30]([CH3:33])([CH3:32])[CH:29](O)[C:28]=4[C:35]=3[CH3:36])[CH2:20][CH2:19]2)[CH:13]=[CH:14][C:15]=1[O:16][CH3:17], predict the reaction product.